Dataset: Reaction yield outcomes from USPTO patents with 853,638 reactions. Task: Predict the reaction yield, written as a fraction of the theoretical maximum amount of product (1.0 means a 100% yield; for example, 0.34 means a 34% yield). (1) The catalyst is CS(C)=O. The product is [CH3:8][C:5]1[CH:6]=[CH:7][C:2]([C:9]#[N:10])=[N:3][CH:4]=1. The reactants are F[C:2]1[CH:7]=[CH:6][C:5]([CH3:8])=[CH:4][N:3]=1.[C-:9]#[N:10].[Na+]. The yield is 0.500. (2) The reactants are [Si:1]([O:18][C@@H:19]([CH3:23])[C:20](O)=[O:21])([C:14]([CH3:17])([CH3:16])[CH3:15])([C:8]1[CH:13]=[CH:12][CH:11]=[CH:10][CH:9]=1)[C:2]1[CH:7]=[CH:6][CH:5]=[CH:4][CH:3]=1.[F:24][C:25]1[CH:30]=[CH:29][C:28]([F:31])=[CH:27][C:26]=1[C:32]1[S:36][C:35]([CH2:43][O:44][CH2:45][O:46][CH3:47])([C:37]2[CH:42]=[CH:41][CH:40]=[CH:39][CH:38]=2)[NH:34][N:33]=1.C1CN([P+](ON2N=NC3C=CC=CC2=3)(N2CCCC2)N2CCCC2)CC1.F[P-](F)(F)(F)(F)F.CCN(C(C)C)C(C)C.C([O-])(O)=O.[Na+]. The catalyst is CN(C=O)C. The product is [Si:1]([O:18][C@@H:19]([CH3:23])[C:20]([N:34]1[N:33]=[C:32]([C:26]2[CH:27]=[C:28]([F:31])[CH:29]=[CH:30][C:25]=2[F:24])[S:36][C@@:35]1([CH2:43][O:44][CH2:45][O:46][CH3:47])[C:37]1[CH:42]=[CH:41][CH:40]=[CH:39][CH:38]=1)=[O:21])([C:14]([CH3:16])([CH3:17])[CH3:15])([C:8]1[CH:9]=[CH:10][CH:11]=[CH:12][CH:13]=1)[C:2]1[CH:3]=[CH:4][CH:5]=[CH:6][CH:7]=1. The yield is 0.120. (3) The reactants are C([O:3][C:4](=[O:26])[CH2:5][CH:6]1[O:10][B:9]([OH:11])[C:8]2[CH:12]=[C:13]([O:19][C:20]3[CH:25]=[N:24][CH:23]=[CH:22][N:21]=3)[CH:14]=[C:15]([CH2:16][O:17][CH3:18])[C:7]1=2)C.[Li+].[OH-].Cl. The catalyst is C1COCC1.O. The product is [OH:11][B:9]1[C:8]2[CH:12]=[C:13]([O:19][C:20]3[CH:25]=[N:24][CH:23]=[CH:22][N:21]=3)[CH:14]=[C:15]([CH2:16][O:17][CH3:18])[C:7]=2[CH:6]([CH2:5][C:4]([OH:26])=[O:3])[O:10]1. The yield is 0.810. (4) The reactants are [F:1][C:2]1[CH:10]=[C:9]([N+:11]([O-])=O)[CH:8]=[C:7]2[C:3]=1[CH2:4][N:5]([CH3:14])[CH2:6]2. The catalyst is CO.[Pd]. The product is [F:1][C:2]1[CH:10]=[C:9]([NH2:11])[CH:8]=[C:7]2[C:3]=1[CH2:4][N:5]([CH3:14])[CH2:6]2. The yield is 0.782. (5) The reactants are [CH2:1]([O:3][NH:4][C:5](=[O:11])[O:6][C:7]([CH3:10])([CH3:9])[CH3:8])[CH3:2].[H-].[Na+].[CH3:14]I.O. The catalyst is CN(C=O)C. The product is [CH2:1]([O:3][N:4]([CH3:14])[C:5](=[O:11])[O:6][C:7]([CH3:10])([CH3:9])[CH3:8])[CH3:2]. The yield is 0.870.